This data is from Forward reaction prediction with 1.9M reactions from USPTO patents (1976-2016). The task is: Predict the product of the given reaction. (1) Given the reactants [OH:1][C:2]1[CH:3]=[C:4]2[C:9](=[CH:10][C:11]=1[N:12]1[CH2:16][C:15](=[O:17])[NH:14][S:13]1(=[O:19])=[O:18])[CH:8]=[C:7]([CH2:20][CH2:21][CH2:22][C:23]([CH3:28])([CH3:27])[C:24]([OH:26])=[O:25])[CH:6]=[CH:5]2.[CH3:29]CN(C(C)C)C(C)C.C[Si](C=[N+]=[N-])(C)C, predict the reaction product. The product is: [CH3:29][O:25][C:24](=[O:26])[C:23]([CH3:28])([CH3:27])[CH2:22][CH2:21][CH2:20][C:7]1[CH:6]=[CH:5][C:4]2[C:9](=[CH:10][C:11]([N:12]3[CH2:16][C:15](=[O:17])[NH:14][S:13]3(=[O:19])=[O:18])=[C:2]([OH:1])[CH:3]=2)[CH:8]=1. (2) Given the reactants Cl[C:2]1[C:11]2[C:6](=[CH:7][CH:8]=[C:9]([CH3:12])[CH:10]=2)[N:5]=[C:4]([N:13]2[CH2:19][C:18]3[CH:20]=[CH:21][CH:22]=[CH:23][C:17]=3[S:16](=[O:25])(=[O:24])[CH2:15][CH2:14]2)[CH:3]=1.[CH2:26]([NH2:35])[CH2:27][CH2:28][CH2:29][CH2:30][CH2:31][CH2:32][CH2:33][NH2:34], predict the reaction product. The product is: [O:24]=[S:16]1(=[O:25])[C:17]2[CH:23]=[CH:22][CH:21]=[CH:20][C:18]=2[CH2:19][N:13]([C:4]2[CH:3]=[C:2]([NH:34][CH2:33][CH2:32][CH2:31][CH2:30][CH2:29][CH2:28][CH2:27][CH2:26][NH2:35])[C:11]3[C:6](=[CH:7][CH:8]=[C:9]([CH3:12])[CH:10]=3)[N:5]=2)[CH2:14][CH2:15]1. (3) Given the reactants [CH:1]1[CH:2]=[CH:3][C:4]([CH:7]([N:15]2[CH2:20][CH2:19][N:18]([CH2:21][CH2:22][O:23][CH2:24][C:25]([OH:27])=[O:26])[CH2:17][CH2:16]2)[C:8]2[CH:9]=[CH:10][C:11]([Cl:14])=[CH:12][CH:13]=2)=[CH:5][CH:6]=1.Cl, predict the reaction product. The product is: [CH:1]1[CH:2]=[CH:3][C:4]([CH:7]([N:15]2[CH2:20][CH2:19][N:18]([CH2:21][CH2:22][O:23][CH2:24][C:25]([OH:27])=[O:26])[CH2:17][CH2:16]2)[C:8]2[CH:9]=[CH:10][C:11]([Cl:14])=[CH:12][CH:13]=2)=[CH:5][CH:6]=1.